This data is from Catalyst prediction with 721,799 reactions and 888 catalyst types from USPTO. The task is: Predict which catalyst facilitates the given reaction. (1) The catalyst class is: 172. Product: [C:1]([O:5][C:6]([N:8]1[C@@H:16]2[C@@H:11]([CH2:12][CH2:13][CH2:14][CH2:15]2)[CH2:10][C@H:9]1[C:17]([NH:24][S:21]([CH3:20])(=[O:23])=[O:22])=[O:19])=[O:7])([CH3:4])([CH3:3])[CH3:2]. Reactant: [C:1]([O:5][C:6]([N:8]1[C@@H:16]2[C@@H:11]([CH2:12][CH2:13][CH2:14][CH2:15]2)[CH2:10][C@H:9]1[C:17]([OH:19])=O)=[O:7])([CH3:4])([CH3:3])[CH3:2].[CH3:20][S:21]([NH2:24])(=[O:23])=[O:22].C(Cl)CCl. (2) Reactant: O.NN.F[C:5]1[C:10]([N:11]2[CH2:16][CH2:15][N:14]([CH3:17])[CH2:13][CH2:12]2)=[CH:9][CH:8]=[C:7]([N+:18]([O-])=O)[C:6]=1[NH2:21]. Product: [CH:17]1([N:14]2[CH2:15][CH2:16][N:11]([C:10]3[CH:5]=[C:6]([NH2:21])[C:7]([NH2:18])=[CH:8][CH:9]=3)[CH2:12][CH2:13]2)[CH2:7][CH2:6][CH2:5][CH2:10]1. The catalyst class is: 8. (3) The catalyst class is: 593. Product: [NH2:20][C:18](=[O:19])[C@H:17]([NH:16][C:6]1[C:5]([F:34])=[CH:4][C:3]([C:1]([NH2:2])=[O:41])=[C:8]([NH:9][C:10]2[S:14][N:13]=[C:12]([CH3:15])[CH:11]=2)[CH:7]=1)[CH2:21][C:22]1[CH:27]=[CH:26][C:25]([C:28]2[CH:29]=[CH:30][N:31]=[CH:32][CH:33]=2)=[CH:24][CH:23]=1. Reactant: [C:1]([C:3]1[C:8]([NH:9][C:10]2[S:14][N:13]=[C:12]([CH3:15])[CH:11]=2)=[CH:7][C:6]([NH:16][C@H:17]([CH2:21][C:22]2[CH:27]=[CH:26][C:25]([C:28]3[CH:33]=[CH:32][N:31]=[CH:30][CH:29]=3)=[CH:24][CH:23]=2)[C:18]([NH2:20])=[O:19])=[C:5]([F:34])[CH:4]=1)#[N:2].[OH-].[Na+].OO.CC(O)=[O:41]. (4) Reactant: [Li]CCCC.C(NC(C)C)(C)C.CN(P(N(C)C)(N(C)C)=O)C.[S:24]1[CH:28]=[CH:27][C:26]([C:29]([OH:31])=[O:30])=[CH:25]1.CON(C)[C:35]([C:37]1[CH:42]=[CH:41][N:40]=[CH:39][CH:38]=1)=[O:36]. Product: [C:35]([C:25]1[S:24][CH:28]=[CH:27][C:26]=1[C:29]([OH:31])=[O:30])(=[O:36])[C:37]1[CH:42]=[CH:41][N:40]=[CH:39][CH:38]=1. The catalyst class is: 1. (5) The catalyst class is: 804. Product: [F:3][C:4]([F:9])([F:8])[CH2:5][CH2:6][O:7][C:11]1[S:12][CH:13]=[CH:14][CH:15]=1. Reactant: [H-].[Na+].[F:3][C:4]([F:9])([F:8])[CH2:5][CH2:6][OH:7].I[C:11]1[S:12][CH:13]=[CH:14][CH:15]=1. (6) Reactant: [CH3:1][O:2][C:3](=[O:28])[CH2:4][C:5]1[CH:10]=[CH:9][CH:8]=[C:7]([O:11][C:12]2[CH:17]=[CH:16][C:15]([Br:18])=[CH:14][C:13]=2[CH2:19][NH:20][CH2:21][C:22]2[CH:27]=[CH:26][CH:25]=[CH:24][CH:23]=2)[CH:6]=1.Cl[C:30]([O:32][CH3:33])=[O:31].C(N(CC)CC)C. Product: [CH3:1][O:2][C:3](=[O:28])[CH2:4][C:5]1[CH:10]=[CH:9][CH:8]=[C:7]([O:11][C:12]2[CH:17]=[CH:16][C:15]([Br:18])=[CH:14][C:13]=2[CH2:19][N:20]([CH2:21][C:22]2[CH:27]=[CH:26][CH:25]=[CH:24][CH:23]=2)[C:30]([O:32][CH3:33])=[O:31])[CH:6]=1. The catalyst class is: 2.